Predict the reactants needed to synthesize the given product. From a dataset of Full USPTO retrosynthesis dataset with 1.9M reactions from patents (1976-2016). (1) Given the product [CH2:1]([O:8][C:9]1[CH:14]=[CH:13][N:12]([CH2:26][C:25]2[CH:28]=[CH:29][CH:30]=[CH:31][C:24]=2[Cl:23])[C:11](=[O:15])[CH:10]=1)[C:2]1[CH:3]=[CH:4][CH:5]=[CH:6][CH:7]=1, predict the reactants needed to synthesize it. The reactants are: [CH2:1]([O:8][C:9]1[CH:14]=[CH:13][NH:12][C:11](=[O:15])[CH:10]=1)[C:2]1[CH:7]=[CH:6][CH:5]=[CH:4][CH:3]=1.[H-].[Na+].CN(C=O)C.[Cl:23][C:24]1[CH:31]=[CH:30][CH:29]=[CH:28][C:25]=1[CH2:26]Cl. (2) Given the product [F:30][C:21]1[C:20]([F:19])=[CH:25][CH:24]=[C:23]([N+:26]([O-:28])=[O:27])[C:22]=1[CH:9]([C:10](=[O:11])[CH3:12])[C:8]([O:14][C:15]([CH3:18])([CH3:17])[CH3:16])=[O:13], predict the reactants needed to synthesize it. The reactants are: CCC([O-])(C)C.[Na+].[C:8]([O:14][C:15]([CH3:18])([CH3:17])[CH3:16])(=[O:13])[CH2:9][C:10]([CH3:12])=[O:11].[F:19][C:20]1[CH:25]=[CH:24][C:23]([N+:26]([O-:28])=[O:27])=[C:22](F)[C:21]=1[F:30].S(=O)(=O)(O)O. (3) Given the product [CH:68]1([C:67]2[C:62]([N:59]3[CH2:58][CH2:57][N:56]([C:54]([C:51]4[CH:52]=[N:53][C:48]([N:47]5[CH2:40][CH2:41][CH2:42][S:43]5(=[O:45])=[O:44])=[CH:49][C:50]=4[CH3:74])=[O:55])[CH2:61][CH2:60]3)=[N:63][CH:64]=[C:65]([CH:71]3[CH2:73][CH2:72]3)[CH:66]=2)[CH2:69][CH2:70]1, predict the reactants needed to synthesize it. The reactants are: C1(C2C(N3CCN(C(C4C=NC(F)=CC=4C)=O)CC3)=NC=C(C3CC3)C=2)CC1.COC1C=CC(CN)=CC=1.Cl[CH2:40][CH2:41][CH2:42][S:43](Cl)(=[O:45])=[O:44].[NH2:47][C:48]1[N:53]=[CH:52][C:51]([C:54]([N:56]2[CH2:61][CH2:60][N:59]([C:62]3[C:67]([CH:68]4[CH2:70][CH2:69]4)=[CH:66][C:65]([CH:71]4[CH2:73][CH2:72]4)=[CH:64][N:63]=3)[CH2:58][CH2:57]2)=[O:55])=[C:50]([CH3:74])[CH:49]=1. (4) Given the product [CH3:1][O:3][C:4]1[CH:9]=[CH:8][C:7]([CH3:10])=[CH:6][C:5]=1[N:11]=[C:12]=[O:13], predict the reactants needed to synthesize it. The reactants are: [CH2:1]([O:3][C:4]1[CH:9]=[CH:8][C:7]([CH3:10])=[CH:6][C:5]=1[NH:11][C:12](NC1C=C2C(=CC=1)N(CCC)NC2=O)=[O:13])C.C(N1C2C(=CC([N+]([O-])=O)=CC=2)C(=O)N1)C=C.